Dataset: Catalyst prediction with 721,799 reactions and 888 catalyst types from USPTO. Task: Predict which catalyst facilitates the given reaction. (1) Reactant: [C:1]([O:5][C:6]([N:8]1[CH2:13][CH2:12][O:11][CH2:10][CH:9]1[CH2:14][OH:15])=[O:7])([CH3:4])([CH3:3])[CH3:2].[H-].[Na+].[N+](C1C=CC([O:27][C:28]([N:30]2[CH2:35][CH2:34][N:33]([C:36]3[CH:41]=[CH:40][C:39]([F:42])=[CH:38][C:37]=3[F:43])[CH2:32][CH2:31]2)=O)=CC=1)([O-])=O. Product: [C:1]([O:5][C:6]([N:8]1[CH2:13][CH2:12][O:11][CH2:10][CH:9]1[CH2:14][O:15][C:28]([N:30]1[CH2:31][CH2:32][N:33]([C:36]2[CH:41]=[CH:40][C:39]([F:42])=[CH:38][C:37]=2[F:43])[CH2:34][CH2:35]1)=[O:27])=[O:7])([CH3:4])([CH3:3])[CH3:2]. The catalyst class is: 1. (2) Reactant: Cl.Cl[CH2:3][CH2:4][N:5]1[CH2:10][CH2:9][O:8][CH2:7][CH2:6]1.[F:11][C:12]1[CH:17]=[CH:16][C:15]([F:18])=[CH:14][C:13]=1[CH:19]1[CH2:23][CH2:22][CH2:21][N:20]1[C:24]1[CH:25]=[CH:26][C:27]2[N:28]([C:30]([C:33]3[CH:34]=[N:35][NH:36][CH:37]=3)=[CH:31][N:32]=2)[N:29]=1.C(=O)([O-])[O-].[Cs+].[Cs+]. Product: [F:11][C:12]1[CH:17]=[CH:16][C:15]([F:18])=[CH:14][C:13]=1[CH:19]1[CH2:23][CH2:22][CH2:21][N:20]1[C:24]1[CH:25]=[CH:26][C:27]2[N:28]([C:30]([C:33]3[CH:37]=[N:36][N:35]([CH2:3][CH2:4][N:5]4[CH2:10][CH2:9][O:8][CH2:7][CH2:6]4)[CH:34]=3)=[CH:31][N:32]=2)[N:29]=1. The catalyst class is: 3. (3) Reactant: [CH3:1][C:2]1[N:3]=[CH:4][NH:5][CH:6]=1.[N+:7]([C:10]1[CH:17]=[CH:16][C:13]([CH2:14]Br)=[CH:12][CH:11]=1)([O-:9])=[O:8].C(=O)([O-])[O-].[K+].[K+].CN(C)C=O. Product: [CH3:1][C:2]1[N:3]([CH2:14][C:13]2[CH:16]=[CH:17][C:10]([N+:7]([O-:9])=[O:8])=[CH:11][CH:12]=2)[CH:4]=[N:5][CH:6]=1. The catalyst class is: 6. (4) Reactant: [NH2:1][C:2]1[C:10]([CH3:11])=[C:9]([CH3:12])[CH:8]=[CH:7][C:3]=1[C:4]([OH:6])=[O:5].[BrH:13].O. Product: [NH2:1][C:2]1[C:10]([CH3:11])=[C:9]([CH3:12])[C:8]([Br:13])=[CH:7][C:3]=1[C:4]([OH:6])=[O:5]. The catalyst class is: 16. (5) Reactant: [F:1][C:2]1[CH:7]=[CH:6][C:5]([NH:8][C:9]2[CH:14]=[CH:13][C:12]([C:15]([C:17]3[CH:22]=[C:21]([OH:23])[CH:20]=[CH:19][C:18]=3[CH3:24])=[O:16])=[C:11]([N+:25]([O-:27])=[O:26])[CH:10]=2)=[C:4]([CH3:28])[CH:3]=1.Cl.Cl[CH2:31][CH2:32][N:33]1[CH2:38][CH2:37][O:36][CH2:35][CH2:34]1.C([O-])([O-])=O.[K+].[K+].[Na+].[I-]. Product: [F:1][C:2]1[CH:7]=[CH:6][C:5]([NH:8][C:9]2[CH:14]=[CH:13][C:12]([C:15]([C:17]3[CH:22]=[C:21]([O:23][CH2:31][CH2:32][N:33]4[CH2:38][CH2:37][O:36][CH2:35][CH2:34]4)[CH:20]=[CH:19][C:18]=3[CH3:24])=[O:16])=[C:11]([N+:25]([O-:27])=[O:26])[CH:10]=2)=[C:4]([CH3:28])[CH:3]=1. The catalyst class is: 23. (6) Reactant: [C:1]([O:5][C:6]([N:8]1[CH2:14][C:13]2[CH:15]=[CH:16][CH:17]=[C:18]([C:19]([OH:21])=O)[C:12]=2[O:11][CH2:10][CH2:9]1)=[O:7])([CH3:4])([CH3:3])[CH3:2].ON1C2C=CC=CC=2N=N1.[NH:32]1[CH2:37][CH2:36][O:35][CH2:34][CH2:33]1.Cl.CN(C)CCCN=C=NCC. Product: [N:32]1([C:19]([C:18]2[C:12]3[O:11][CH2:10][CH2:9][N:8]([C:6]([O:5][C:1]([CH3:3])([CH3:4])[CH3:2])=[O:7])[CH2:14][C:13]=3[CH:15]=[CH:16][CH:17]=2)=[O:21])[CH2:37][CH2:36][O:35][CH2:34][CH2:33]1. The catalyst class is: 18. (7) Reactant: [CH:1]([NH:4][CH:5]([CH3:7])[CH3:6])([CH3:3])[CH3:2].[Br:8][C@H:9]([CH:13]([CH3:15])[CH3:14])[C:10]([OH:12])=[O:11]. Product: [CH:1]([NH:4][CH:5]([CH3:7])[CH3:6])([CH3:3])[CH3:2].[Br:8][C@H:9]([CH:13]([CH3:15])[CH3:14])[C:10]([OH:12])=[O:11]. The catalyst class is: 282.